Dataset: Full USPTO retrosynthesis dataset with 1.9M reactions from patents (1976-2016). Task: Predict the reactants needed to synthesize the given product. (1) Given the product [OH:42][CH2:43][C:44]([N:39]([CH2:38][CH2:37][N:36]([C:29]1[CH:30]=[CH:31][C:32]([N+:33]([O-:35])=[O:34])=[C:27]([O:26][CH3:25])[CH:28]=1)[CH3:41])[CH3:40])=[O:46], predict the reactants needed to synthesize it. The reactants are: CN(C(ON1N=NC2C=CC=NC1=2)=[N+](C)C)C.F[P-](F)(F)(F)(F)F.[CH3:25][O:26][C:27]1[CH:28]=[C:29]([N:36]([CH3:41])[CH2:37][CH2:38][NH:39][CH3:40])[CH:30]=[CH:31][C:32]=1[N+:33]([O-:35])=[O:34].[OH:42][CH2:43][C:44]([OH:46])=O.C(N(C(C)C)C(C)C)C. (2) Given the product [Cl:15][C:4]1[CH:5]=[C:6]2[C:10](=[C:2]([C:22]3[CH:21]=[CH:20][C:19]([O:18][C:17]([F:16])([F:28])[F:29])=[CH:24][CH:23]=3)[CH:3]=1)[NH:9][C:8]([C:11]([NH2:13])=[O:12])=[C:7]2[CH3:14], predict the reactants needed to synthesize it. The reactants are: Br[C:2]1[CH:3]=[C:4]([Cl:15])[CH:5]=[C:6]2[C:10]=1[NH:9][C:8]([C:11]([NH2:13])=[O:12])=[C:7]2[CH3:14].[F:16][C:17]([F:29])([F:28])[O:18][C:19]1[CH:24]=[CH:23][C:22](B(O)O)=[CH:21][CH:20]=1. (3) Given the product [N:28]1[CH:33]=[CH:32][C:31]([N:34]2[CH2:35][CH2:36][N:37]([CH2:2][C:3]([NH:5][C:6]3[CH:11]=[CH:10][CH:9]=[C:8]([C:12]4[CH:21]=[N:20][C:19]5[C:14](=[CH:15][CH:16]=[CH:17][CH:18]=5)[N:13]=4)[CH:7]=3)=[O:4])[CH2:38][CH2:39]2)=[CH:30][CH:29]=1, predict the reactants needed to synthesize it. The reactants are: Br[CH2:2][C:3]([NH:5][C:6]1[CH:11]=[CH:10][CH:9]=[C:8]([C:12]2[CH:21]=[N:20][C:19]3[C:14](=[CH:15][CH:16]=[CH:17][CH:18]=3)[N:13]=2)[CH:7]=1)=[O:4].C(=O)([O-])[O-].[K+].[K+].[N:28]1[CH:33]=[CH:32][C:31]([N:34]2[CH2:39][CH2:38][NH:37][CH2:36][CH2:35]2)=[CH:30][CH:29]=1. (4) Given the product [F:9][C:7]1[CH:8]=[C:2]([NH2:67])[C:3]([C:17]2[CH:18]=[CH:19][C:14]([S:11]([CH3:10])(=[O:13])=[O:12])=[CH:15][CH:16]=2)=[CH:5][CH:6]=1, predict the reactants needed to synthesize it. The reactants are: Br[C:2]1[CH:8]=[C:7]([F:9])[CH:6]=[CH:5][C:3]=1N.[CH3:10][S:11]([C:14]1[CH:19]=[CH:18][C:17](B(O)O)=[CH:16][CH:15]=1)(=[O:13])=[O:12].CC1C(P(C2C(C)=CC(C)=C(S([O-])(=O)=O)C=2)C2C(C)=CC(C)=C(S([O-])(=O)=O)C=2)=CC(S([O-])(=O)=O)=C(C)C=1.O.[Na+].[Na+].[Na+].C([NH:67]C(C)C)(C)C. (5) Given the product [NH2:14][C:11]1[CH:12]=[CH:13][C:8]([N:6]2[CH2:5][CH2:4][N:3]([C:17]([O:19][C:20]([CH3:23])([CH3:22])[CH3:21])=[O:18])[C@@H:2]([CH3:1])[CH2:7]2)=[CH:9][CH:10]=1, predict the reactants needed to synthesize it. The reactants are: [CH3:1][C@H:2]1[CH2:7][N:6]([C:8]2[CH:13]=[CH:12][C:11]([N+:14]([O-])=O)=[CH:10][CH:9]=2)[CH2:5][CH2:4][N:3]1[C:17]([O:19][C:20]([CH3:23])([CH3:22])[CH3:21])=[O:18].